From a dataset of Forward reaction prediction with 1.9M reactions from USPTO patents (1976-2016). Predict the product of the given reaction. Given the reactants [CH3:1][C:2]1[CH:3]=[C:4]([CH:6]=[CH:7][C:8]=1[O:9][CH2:10][CH2:11][S:12][CH3:13])[NH2:5].[F:14][C:15]([F:25])([F:24])[O:16][C:17]1[CH:22]=[CH:21][C:20]([OH:23])=[CH:19][CH:18]=1, predict the reaction product. The product is: [CH3:1][C:2]1[CH:3]=[C:4]([N:5]2[CH2:4][CH2:3][CH:2]([O:23][C:20]3[CH:19]=[CH:18][C:17]([O:16][C:15]([F:24])([F:25])[F:14])=[CH:22][CH:21]=3)[C:8]2=[O:9])[CH:6]=[CH:7][C:8]=1[O:9][CH2:10][CH2:11][S:12][CH3:13].